From a dataset of Catalyst prediction with 721,799 reactions and 888 catalyst types from USPTO. Predict which catalyst facilitates the given reaction. (1) Reactant: [C:1]([O:5][C:6]([N:8]1[CH2:13][CH2:12][CH:11]([NH:14][C:15]2[CH:16]=[CH:17][C:18]([NH:21][C:22]3[S:23][CH:24]=[C:25]([S:27][C:28]4[CH:33]=[CH:32][N:31]=[C:30]([C:34]([O:36]C)=[O:35])[CH:29]=4)[N:26]=3)=[N:19][CH:20]=2)[CH2:10][CH2:9]1)=[O:7])([CH3:4])([CH3:3])[CH3:2].[OH-].[Na+].[Cl-].[NH4+]. Product: [C:1]([O:5][C:6]([N:8]1[CH2:9][CH2:10][CH:11]([NH:14][C:15]2[CH:16]=[CH:17][C:18]([NH:21][C:22]3[S:23][CH:24]=[C:25]([S:27][C:28]4[CH:33]=[CH:32][N:31]=[C:30]([C:34]([OH:36])=[O:35])[CH:29]=4)[N:26]=3)=[N:19][CH:20]=2)[CH2:12][CH2:13]1)=[O:7])([CH3:4])([CH3:2])[CH3:3]. The catalyst class is: 1. (2) Reactant: [CH2:1]([N:3]1[C:12]2[C:7](=[CH:8][C:9]([I:13])=[CH:10][CH:11]=2)[C:6](=[O:14])[C:5]([C:15]([O:17]CC)=[O:16])=[CH:4]1)[CH3:2].[OH-].[Na+]. Product: [CH2:1]([N:3]1[C:12]2[C:7](=[CH:8][C:9]([I:13])=[CH:10][CH:11]=2)[C:6](=[O:14])[C:5]([C:15]([OH:17])=[O:16])=[CH:4]1)[CH3:2]. The catalyst class is: 7. (3) Reactant: [OH:1][C:2]1[C:3]([C:17]([NH:19][CH2:20][C:21]([O:23]CC)=[O:22])=[O:18])=[C:4]2[C:9](=[CH:10][C:11]=1[C:12]1[O:13][CH:14]=[CH:15][N:16]=1)[N:8]=[CH:7][CH:6]=[N:5]2.[OH-].[Na+]. Product: [OH:1][C:2]1[C:3]([C:17]([NH:19][CH2:20][C:21]([OH:23])=[O:22])=[O:18])=[C:4]2[C:9](=[CH:10][C:11]=1[C:12]1[O:13][CH:14]=[CH:15][N:16]=1)[N:8]=[CH:7][CH:6]=[N:5]2. The catalyst class is: 8. (4) Reactant: [F:1][C:2]1[CH:9]=[C:8]([O:10][CH3:11])[C:7]([F:12])=[CH:6][C:3]=1[CH2:4][OH:5]. The catalyst class is: 327. Product: [F:1][C:2]1[CH:9]=[C:8]([O:10][CH3:11])[C:7]([F:12])=[CH:6][C:3]=1[CH:4]=[O:5]. (5) Reactant: [NH2:1][CH2:2][CH2:3][CH2:4][OH:5].[CH:6]1[C:15]2[C:10](=[CH:11][CH:12]=[CH:13][CH:14]=2)[CH:9]=[CH:8][C:7]=1[CH:16]=O.C([BH3-])#N.[Na+].[C:22](O[C:22]([O:24][C:25]([CH3:28])([CH3:27])[CH3:26])=[O:23])([O:24][C:25]([CH3:28])([CH3:27])[CH3:26])=[O:23]. The catalyst class is: 92. Product: [C:25]([O:24][C:22]([N:1]([CH2:2][CH2:3][CH2:4][OH:5])[CH2:16][C:7]1[CH:8]=[CH:9][C:10]2[C:15](=[CH:14][CH:13]=[CH:12][CH:11]=2)[CH:6]=1)=[O:23])([CH3:28])([CH3:27])[CH3:26]. (6) Reactant: [C:1]([C:3]1[CH:4]=[C:5]([CH:10]=[CH:11][C:12]=1[OH:13])[C:6]([O:8][CH3:9])=[O:7])#[N:2].CCN(CC)CC.[O:21](S(C(F)(F)F)(=O)=O)[S:22]([C:25]([F:28])([F:27])[F:26])(=O)=[O:23]. Product: [C:1]([C:3]1[CH:4]=[C:5]([CH:10]=[CH:11][C:12]=1[O:13][S:22]([C:25]([F:28])([F:27])[F:26])(=[O:23])=[O:21])[C:6]([O:8][CH3:9])=[O:7])#[N:2]. The catalyst class is: 34.